Task: Predict the product of the given reaction.. Dataset: Forward reaction prediction with 1.9M reactions from USPTO patents (1976-2016) (1) Given the reactants Cl.[F:2][C:3]1[CH:34]=[CH:33][C:6]([CH2:7][N:8]([CH3:32])[CH2:9][CH2:10][CH2:11][CH2:12][NH:13][C:14](=[O:31])[NH:15][C:16]2[CH:17]=[C:18]([CH:22]=[C:23]([C:25]3[N:29]([CH3:30])[N:28]=[N:27][N:26]=3)[CH:24]=2)[C:19]([OH:21])=[O:20])=[CH:5][CH:4]=1.S(=O)(=O)(O)O.[CH3:40][CH2:41]O, predict the reaction product. The product is: [CH2:40]([O:20][C:19](=[O:21])[C:18]1[CH:22]=[C:23]([C:25]2[N:29]([CH3:30])[N:28]=[N:27][N:26]=2)[CH:24]=[C:16]([NH:15][C:14]([NH:13][CH2:12][CH2:11][CH2:10][CH2:9][N:8]([CH2:7][C:6]2[CH:5]=[CH:4][C:3]([F:2])=[CH:34][CH:33]=2)[CH3:32])=[O:31])[CH:17]=1)[CH3:41]. (2) Given the reactants [Cl:1][C:2]1[CH:10]=[C:9]2[C:5](/[C:6](=[CH:12]/[C:13]3[CH:14]=N[CH:16]=[C:17]([Cl:19])[CH:18]=3)/[C:7](=[O:11])[NH:8]2)=[CH:4][CH:3]=1.[C:20]([O:24][C:25](O[C:25]([O:24][C:20]([CH3:23])([CH3:22])[CH3:21])=[O:26])=[O:26])([CH3:23])([CH3:22])[CH3:21].Cl[CH2:36]Cl, predict the reaction product. The product is: [C:20]([O:24][C:25]([N:8]1[C:9]2[C:5](=[CH:4][CH:3]=[C:2]([Cl:1])[CH:10]=2)/[C:6](=[CH:12]/[C:13]2[CH:14]=[CH:36][CH:16]=[C:17]([Cl:19])[CH:18]=2)/[C:7]1=[O:11])=[O:26])([CH3:23])([CH3:22])[CH3:21]. (3) The product is: [N:6]1[C:7]2[C:12](=[CH:11][CH:10]=[CH:9][CH:8]=2)[N:13]=[CH:14][C:5]=1[CH:4]=[O:2]. Given the reactants [Se](=O)=[O:2].[CH3:4][C:5]1[CH:14]=[N:13][C:12]2[C:7](=[CH:8][CH:9]=[CH:10][CH:11]=2)[N:6]=1, predict the reaction product. (4) Given the reactants [NH2:1][C:2]1[O:6][C:5]([C:7]2[CH:8]=[CH:9][C:10]([F:15])=[C:11]([CH:14]=2)[C:12]#[N:13])=[N:4][N:3]=1.[F:16][C:17]1[CH:18]=[C:19]([CH:24]=[CH:25][CH:26]=1)[CH2:20][N:21]=[C:22]=[O:23].O, predict the reaction product. The product is: [C:12]([C:11]1[CH:14]=[C:7]([C:5]2[O:6][C:2]([NH:1][C:22]([NH:21][CH2:20][C:19]3[CH:24]=[CH:25][CH:26]=[C:17]([F:16])[CH:18]=3)=[O:23])=[N:3][N:4]=2)[CH:8]=[CH:9][C:10]=1[F:15])#[N:13]. (5) Given the reactants [NH2:1][C:2]1[CH:7]=[CH:6][CH:5]=[CH:4][CH:3]=1.CCN(C(C)C)C(C)C.[Br:17][C:18]1[CH:23]=[CH:22][C:21]([N+:24]([O-:26])=[O:25])=[C:20](F)[CH:19]=1, predict the reaction product. The product is: [Br:17][C:18]1[CH:23]=[CH:22][C:21]([N+:24]([O-:26])=[O:25])=[C:20]([CH:19]=1)[NH:1][C:2]1[CH:7]=[CH:6][CH:5]=[CH:4][CH:3]=1. (6) Given the reactants [F:1][C:2]1[CH:7]=[CH:6][C:5]([C:8]([C:10](=[CH:30]O)[CH2:11][CH2:12][N:13]2[CH2:18][CH2:17][C:16]([C:24]3[CH:29]=[CH:28][CH:27]=[CH:26][CH:25]=3)([C:19]([O:21][CH2:22][CH3:23])=[O:20])[CH2:15][CH2:14]2)=O)=[CH:4][CH:3]=1.O.[NH2:33][NH2:34], predict the reaction product. The product is: [F:1][C:2]1[CH:7]=[CH:6][C:5]([C:8]2[C:10]([CH2:11][CH2:12][N:13]3[CH2:18][CH2:17][C:16]([C:24]4[CH:29]=[CH:28][CH:27]=[CH:26][CH:25]=4)([C:19]([O:21][CH2:22][CH3:23])=[O:20])[CH2:15][CH2:14]3)=[CH:30][NH:34][N:33]=2)=[CH:4][CH:3]=1. (7) Given the reactants [Cl:1][C:2]1[CH:3]=[C:4]([OH:10])[C:5](=[CH:7][C:8]=1[Cl:9])[OH:6].C(=O)([O-])[O-].[K+].[K+].Br[CH:18]([CH2:24]Br)[C:19]([O:21][CH2:22][CH3:23])=[O:20], predict the reaction product. The product is: [Cl:1][C:2]1[C:8]([Cl:9])=[CH:7][C:5]2[O:6][CH:18]([C:19]([O:21][CH2:22][CH3:23])=[O:20])[CH2:24][O:10][C:4]=2[CH:3]=1.